From a dataset of Reaction yield outcomes from USPTO patents with 853,638 reactions. Predict the reaction yield, written as a fraction of the theoretical maximum amount of product (1.0 means a 100% yield; for example, 0.34 means a 34% yield). (1) The yield is 0.956. The product is [Cl:1][C:2]1[N:7]=[C:6]([NH2:8])[C:5]([NH2:11])=[CH:4][CH:3]=1. The catalyst is [Ni].CO. The reactants are [Cl:1][C:2]1[N:7]=[C:6]([N+:8]([O-])=O)[C:5]([NH2:11])=[CH:4][CH:3]=1. (2) The reactants are C[O:2][C:3](=O)[CH2:4][CH2:5][C:6]1[C:7](=[O:23])[N:8]([CH2:12][C:13]2[CH:18]=[CH:17][C:16]([O:19][CH3:20])=[CH:15][C:14]=2[O:21][CH3:22])[CH2:9][CH2:10][CH:11]=1.[NH2:25][O:26][K].C(O)(=O)C. The catalyst is CO.C(OCC)(=O)C. The product is [CH3:22][O:21][C:14]1[CH:15]=[C:16]([O:19][CH3:20])[CH:17]=[CH:18][C:13]=1[CH2:12][N:8]1[CH2:9][CH2:10][CH:11]=[C:6]([CH2:5][CH2:4][C:3]([NH:25][OH:26])=[O:2])[C:7]1=[O:23]. The yield is 0.730. (3) The reactants are [C:1]1([C:7]2[O:8][C:9]3[CH:15]=[CH:14][C:13]([NH2:16])=[CH:12][C:10]=3[N:11]=2)[CH:6]=[CH:5][CH:4]=[CH:3][CH:2]=1.[C:17]1([CH2:23][CH2:24][C:25](Cl)=[O:26])[CH:22]=[CH:21][CH:20]=[CH:19][CH:18]=1.C(N(C(C)C)CC)(C)C. The catalyst is ClCCl. The product is [C:17]1([CH2:23][CH2:24][C:25]([NH:16][C:13]2[CH:14]=[CH:15][C:9]3[O:8][C:7]([C:1]4[CH:2]=[CH:3][CH:4]=[CH:5][CH:6]=4)=[N:11][C:10]=3[CH:12]=2)=[O:26])[CH:22]=[CH:21][CH:20]=[CH:19][CH:18]=1. The yield is 0.750. (4) The reactants are [N:1]([CH2:4][C@@H:5]1[C@H:9]2[O:10][C:11]([CH3:14])([CH3:13])[O:12][C@H:8]2[C@H:7]([N:15]2[C:19]3[N:20]=[CH:21][N:22]=[C:23]([N:24]=[N+]=[N-])[C:18]=3[CH:17]=[CH:16]2)[CH2:6]1)=[N+]=[N-].CP(C)C.O. The catalyst is C1COCC1. The product is [NH2:1][CH2:4][C@@H:5]1[C@H:9]2[O:10][C:11]([CH3:14])([CH3:13])[O:12][C@H:8]2[C@H:7]([N:15]2[C:19]3[N:20]=[CH:21][N:22]=[C:23]([NH2:24])[C:18]=3[CH:17]=[CH:16]2)[CH2:6]1. The yield is 0.810. (5) The reactants are [CH:1]([C:3]1[CH:8]=[CH:7][CH:6]=[CH:5][C:4]=1B(O)O)=[CH2:2].Br[C:13]1[CH:18]=[CH:17][CH:16]=[CH:15][N:14]=1.C(=O)([O-])[O-].[K+].[K+]. The catalyst is [Pd].C1(P(C2C=CC=CC=2)C2C=CC=CC=2)C=CC=CC=1.C1(P(C2C=CC=CC=2)C2C=CC=CC=2)C=CC=CC=1.C1(P(C2C=CC=CC=2)C2C=CC=CC=2)C=CC=CC=1.C1(P(C2C=CC=CC=2)C2C=CC=CC=2)C=CC=CC=1.O1CCCC1. The product is [CH:1]([C:3]1[CH:8]=[CH:7][CH:6]=[CH:5][C:4]=1[C:13]1[CH:18]=[CH:17][CH:16]=[CH:15][N:14]=1)=[CH2:2]. The yield is 0.750. (6) The reactants are [O:1]1[CH2:6][CH2:5][N:4]([C:7]2[C:8]3[N:28]=[C:27]([CH2:29][N:30]4[CH2:35][CH2:34][CH:33]([C:36]([OH:39])([CH3:38])[CH3:37])[CH2:32][CH2:31]4)[S:26][C:9]=3[N:10]=[C:11]([Sn](CCCC)(CCCC)CCCC)[N:12]=2)[CH2:3][CH2:2]1.I[C:41]1[C:49]2[C:44](=[CH:45][CH:46]=[CH:47][CH:48]=2)[NH:43][N:42]=1. The catalyst is O1CCOCC1.S1C=CC=C1C([O-])=O.[Cu+].C1C=CC([P]([Pd]([P](C2C=CC=CC=2)(C2C=CC=CC=2)C2C=CC=CC=2)([P](C2C=CC=CC=2)(C2C=CC=CC=2)C2C=CC=CC=2)[P](C2C=CC=CC=2)(C2C=CC=CC=2)C2C=CC=CC=2)(C2C=CC=CC=2)C2C=CC=CC=2)=CC=1. The product is [NH:43]1[C:44]2[C:49](=[CH:48][CH:47]=[CH:46][CH:45]=2)[C:41]([C:11]2[N:12]=[C:7]([N:4]3[CH2:5][CH2:6][O:1][CH2:2][CH2:3]3)[C:8]3[N:28]=[C:27]([CH2:29][N:30]4[CH2:35][CH2:34][CH:33]([C:36]([OH:39])([CH3:38])[CH3:37])[CH2:32][CH2:31]4)[S:26][C:9]=3[N:10]=2)=[N:42]1. The yield is 0.280. (7) The reactants are [H-].[Na+].[CH3:3][C:4]1([CH3:11])[O:8][CH:7]([CH2:9][OH:10])[CH2:6][O:5]1.Br[C:13]1[N:18]=[C:17]([C:19]([OH:21])=[O:20])[CH:16]=[CH:15][CH:14]=1.O. The catalyst is C1COCC1. The product is [CH3:3][C:4]1([CH3:11])[O:8][CH:7]([CH2:9][O:10][C:13]2[N:18]=[C:17]([C:19]([OH:21])=[O:20])[CH:16]=[CH:15][CH:14]=2)[CH2:6][O:5]1. The yield is 0.660.